Dataset: Full USPTO retrosynthesis dataset with 1.9M reactions from patents (1976-2016). Task: Predict the reactants needed to synthesize the given product. Given the product [Cl:28][C:25]1[CH:26]=[CH:27][C:22]([CH:14]([C:15]2[CH:20]=[CH:19][CH:18]=[C:17]([F:21])[CH:16]=2)[CH2:13][C@H:12]([NH2:11])[CH3:29])=[CH:23][CH:24]=1, predict the reactants needed to synthesize it. The reactants are: S([NH:11][C@H:12]([CH3:29])[CH2:13][CH:14]([C:22]1[CH:27]=[CH:26][C:25]([Cl:28])=[CH:24][CH:23]=1)[C:15]1[CH:20]=[CH:19][CH:18]=[C:17]([F:21])[CH:16]=1)(C1C=CC(C)=CC=1)(=O)=O.Br.